This data is from Reaction yield outcomes from USPTO patents with 853,638 reactions. The task is: Predict the reaction yield, written as a fraction of the theoretical maximum amount of product (1.0 means a 100% yield; for example, 0.34 means a 34% yield). (1) The reactants are [Cl:1][C:2]1[CH:16]=[CH:15][C:5]([CH2:6][N:7]2[CH:12]=[C:11](Br)[CH:10]=[CH:9][C:8]2=[O:14])=[C:4]([F:17])[CH:3]=1.[CH3:18][O:19][C:20]1[CH:25]=[CH:24][C:23](B(O)O)=[CH:22][CH:21]=1. No catalyst specified. The product is [F:17][C:4]1[CH:3]=[C:2]([Cl:1])[CH:16]=[CH:15][C:5]=1[CH2:6][N:7]1[CH:12]=[C:11]([C:23]2[CH:24]=[CH:25][C:20]([O:19][CH3:18])=[CH:21][CH:22]=2)[CH:10]=[CH:9][C:8]1=[O:14]. The yield is 1.00. (2) No catalyst specified. The product is [O:36]=[C:29]([C:30]1[CH:35]=[CH:34][N:33]=[CH:32][CH:31]=1)[C:7]#[C:6][C:8]1([O:21][Si:22]([CH3:25])([CH3:24])[CH3:23])[CH2:9][CH2:10][N:11]([C:14]([O:16][C:17]([CH3:20])([CH3:19])[CH3:18])=[O:15])[CH2:12][CH2:13]1. The yield is 0.590. The reactants are C([Li])CCC.[C:6]([C:8]1([O:21][Si:22]([CH3:25])([CH3:24])[CH3:23])[CH2:13][CH2:12][N:11]([C:14]([O:16][C:17]([CH3:20])([CH3:19])[CH3:18])=[O:15])[CH2:10][CH2:9]1)#[CH:7].CON(C)[C:29](=[O:36])[C:30]1[CH:35]=[CH:34][N:33]=[CH:32][CH:31]=1.